This data is from NCI-60 drug combinations with 297,098 pairs across 59 cell lines. The task is: Regression. Given two drug SMILES strings and cell line genomic features, predict the synergy score measuring deviation from expected non-interaction effect. (1) Drug 1: CC1C(C(CC(O1)OC2CC(CC3=C2C(=C4C(=C3O)C(=O)C5=C(C4=O)C(=CC=C5)OC)O)(C(=O)C)O)N)O.Cl. Drug 2: C(CCl)NC(=O)N(CCCl)N=O. Cell line: NCI-H322M. Synergy scores: CSS=6.26, Synergy_ZIP=2.70, Synergy_Bliss=7.12, Synergy_Loewe=-4.63, Synergy_HSA=1.19. (2) Drug 1: CC1OCC2C(O1)C(C(C(O2)OC3C4COC(=O)C4C(C5=CC6=C(C=C35)OCO6)C7=CC(=C(C(=C7)OC)O)OC)O)O. Drug 2: C1CC(C1)(C(=O)O)C(=O)O.[NH2-].[NH2-].[Pt+2]. Cell line: NCI-H226. Synergy scores: CSS=22.7, Synergy_ZIP=-9.80, Synergy_Bliss=-1.61, Synergy_Loewe=1.22, Synergy_HSA=2.23. (3) Drug 1: CN1CCC(CC1)COC2=C(C=C3C(=C2)N=CN=C3NC4=C(C=C(C=C4)Br)F)OC. Drug 2: CCCCCOC(=O)NC1=NC(=O)N(C=C1F)C2C(C(C(O2)C)O)O. Cell line: SK-MEL-28. Synergy scores: CSS=-0.417, Synergy_ZIP=1.20, Synergy_Bliss=1.84, Synergy_Loewe=-3.54, Synergy_HSA=-2.13. (4) Drug 1: C1=NC2=C(N=C(N=C2N1C3C(C(C(O3)CO)O)O)F)N. Drug 2: C1=CN(C=N1)CC(O)(P(=O)(O)O)P(=O)(O)O. Cell line: KM12. Synergy scores: CSS=-3.51, Synergy_ZIP=0.674, Synergy_Bliss=-0.267, Synergy_Loewe=-3.78, Synergy_HSA=-2.65. (5) Drug 1: CC(CN1CC(=O)NC(=O)C1)N2CC(=O)NC(=O)C2. Drug 2: CCC1=C2CN3C(=CC4=C(C3=O)COC(=O)C4(CC)O)C2=NC5=C1C=C(C=C5)O. Cell line: NCI-H522. Synergy scores: CSS=36.4, Synergy_ZIP=-4.87, Synergy_Bliss=-5.39, Synergy_Loewe=-2.83, Synergy_HSA=-0.805. (6) Drug 1: CC1=C(N=C(N=C1N)C(CC(=O)N)NCC(C(=O)N)N)C(=O)NC(C(C2=CN=CN2)OC3C(C(C(C(O3)CO)O)O)OC4C(C(C(C(O4)CO)O)OC(=O)N)O)C(=O)NC(C)C(C(C)C(=O)NC(C(C)O)C(=O)NCCC5=NC(=CS5)C6=NC(=CS6)C(=O)NCCC[S+](C)C)O. Drug 2: C1CN(CCN1C(=O)CCBr)C(=O)CCBr. Cell line: NCI-H226. Synergy scores: CSS=-1.24, Synergy_ZIP=6.31, Synergy_Bliss=-0.771, Synergy_Loewe=-2.11, Synergy_HSA=-3.76. (7) Drug 1: CCC1=CC2CC(C3=C(CN(C2)C1)C4=CC=CC=C4N3)(C5=C(C=C6C(=C5)C78CCN9C7C(C=CC9)(C(C(C8N6C)(C(=O)OC)O)OC(=O)C)CC)OC)C(=O)OC.C(C(C(=O)O)O)(C(=O)O)O. Drug 2: CC12CCC3C(C1CCC2OP(=O)(O)O)CCC4=C3C=CC(=C4)OC(=O)N(CCCl)CCCl.[Na+]. Cell line: SF-539. Synergy scores: CSS=30.4, Synergy_ZIP=-3.29, Synergy_Bliss=-7.55, Synergy_Loewe=-24.5, Synergy_HSA=-6.61. (8) Drug 1: COC1=C(C=C2C(=C1)N=CN=C2NC3=CC(=C(C=C3)F)Cl)OCCCN4CCOCC4. Drug 2: CCCS(=O)(=O)NC1=C(C(=C(C=C1)F)C(=O)C2=CNC3=C2C=C(C=N3)C4=CC=C(C=C4)Cl)F. Cell line: SNB-19. Synergy scores: CSS=11.0, Synergy_ZIP=0.723, Synergy_Bliss=3.21, Synergy_Loewe=-0.993, Synergy_HSA=0.465. (9) Drug 1: CS(=O)(=O)C1=CC(=C(C=C1)C(=O)NC2=CC(=C(C=C2)Cl)C3=CC=CC=N3)Cl. Drug 2: CC1C(C(CC(O1)OC2CC(OC(C2O)C)OC3=CC4=CC5=C(C(=O)C(C(C5)C(C(=O)C(C(C)O)O)OC)OC6CC(C(C(O6)C)O)OC7CC(C(C(O7)C)O)OC8CC(C(C(O8)C)O)(C)O)C(=C4C(=C3C)O)O)O)O. Cell line: MDA-MB-231. Synergy scores: CSS=29.5, Synergy_ZIP=6.93, Synergy_Bliss=8.03, Synergy_Loewe=8.11, Synergy_HSA=7.82. (10) Drug 1: CCCS(=O)(=O)NC1=C(C(=C(C=C1)F)C(=O)C2=CNC3=C2C=C(C=N3)C4=CC=C(C=C4)Cl)F. Drug 2: CS(=O)(=O)CCNCC1=CC=C(O1)C2=CC3=C(C=C2)N=CN=C3NC4=CC(=C(C=C4)OCC5=CC(=CC=C5)F)Cl. Cell line: NCI/ADR-RES. Synergy scores: CSS=0.533, Synergy_ZIP=-1.09, Synergy_Bliss=-1.41, Synergy_Loewe=-9.09, Synergy_HSA=-3.03.